Task: Predict the reactants needed to synthesize the given product.. Dataset: Full USPTO retrosynthesis dataset with 1.9M reactions from patents (1976-2016) (1) The reactants are: S(=O)(=O)(O)[OH:2].[CH3:6][CH:7]([CH2:11][CH2:12][CH2:13][CH:14]([CH3:16])[CH3:15])[CH2:8][CH2:9][OH:10]. Given the product [CH3:6][CH:7]([CH2:11][CH2:12][CH2:13][CH:14]([CH3:16])[CH3:15])[CH2:8][C:9]([OH:2])=[O:10], predict the reactants needed to synthesize it. (2) Given the product [CH2:1]([O:3][C:4](=[O:17])[CH2:5][C:6]1[C:15]2[C:10](=[CH:11][CH:12]=[C:13]([O:16][CH2:19][CH2:20][CH2:21][CH3:22])[CH:14]=2)[CH:9]=[CH:8][CH:7]=1)[CH3:2], predict the reactants needed to synthesize it. The reactants are: [CH2:1]([O:3][C:4](=[O:17])[CH2:5][C:6]1[C:15]2[C:10](=[CH:11][CH:12]=[C:13]([OH:16])[CH:14]=2)[CH:9]=[CH:8][CH:7]=1)[CH3:2].I[CH2:19][CH2:20][CH2:21][CH3:22].C(=O)([O-])[O-].[Cs+].[Cs+].O. (3) Given the product [NH2:23][C:2]1[N:7]=[CH:6][N:5]=[C:4]([O:8][CH:9]2[CH2:14][CH2:13][N:12]([C:15]([O:17][C:18]([CH3:21])([CH3:20])[CH3:19])=[O:16])[CH2:11][CH2:10]2)[CH:3]=1, predict the reactants needed to synthesize it. The reactants are: Cl[C:2]1[N:7]=[CH:6][N:5]=[C:4]([O:8][CH:9]2[CH2:14][CH2:13][N:12]([C:15]([O:17][C:18]([CH3:21])([CH3:20])[CH3:19])=[O:16])[CH2:11][CH2:10]2)[CH:3]=1.[OH-].[NH4+:23]. (4) Given the product [C:1]([C:3]1[CH:4]=[C:5]([C:6]2[O:8][N:31]=[C:32]([C:33]3[CH:34]=[CH:35][C:36]4[CH2:42][N:41]([C:43]([O:45][C:46]([CH3:48])([CH3:47])[CH3:49])=[O:44])[CH2:40][CH2:39][CH2:38][C:37]=4[CH:50]=3)[N:51]=2)[CH:9]=[CH:10][C:11]=1[O:12][CH:13]([CH3:15])[CH3:14])#[N:2], predict the reactants needed to synthesize it. The reactants are: [C:1]([C:3]1[CH:4]=[C:5]([CH:9]=[CH:10][C:11]=1[O:12][CH:13]([CH3:15])[CH3:14])[C:6]([OH:8])=O)#[N:2].C(Cl)CCl.C1C=CC2N(O)N=NC=2C=1.O[NH:31][C:32](=[NH:51])[C:33]1[CH:34]=[CH:35][C:36]2[CH2:42][N:41]([C:43]([O:45][C:46]([CH3:49])([CH3:48])[CH3:47])=[O:44])[CH2:40][CH2:39][CH2:38][C:37]=2[CH:50]=1. (5) Given the product [OH:55][C:48]1[C:47]([CH2:46][NH:45][C:11]([C:9]2[CH:8]=[CH:7][C:6]3[CH:2]([CH3:1])[CH2:3][O:4][C:5]=3[CH:10]=2)=[O:13])=[C:52]([CH3:53])[CH:51]=[C:50]([CH3:54])[N:49]=1, predict the reactants needed to synthesize it. The reactants are: [CH3:1][CH:2]1[C:6]2[CH:7]=[CH:8][C:9]([C:11]([OH:13])=O)=[CH:10][C:5]=2[O:4][CH2:3]1.F[P-](F)(F)(F)(F)F.N1(OC(N(C)C)=[N+](C)C)C2N=CC=CC=2N=N1.C(N(CC)CC)C.[NH2:45][CH2:46][C:47]1[C:48]([OH:55])=[N:49][C:50]([CH3:54])=[CH:51][C:52]=1[CH3:53].